This data is from Full USPTO retrosynthesis dataset with 1.9M reactions from patents (1976-2016). The task is: Predict the reactants needed to synthesize the given product. (1) The reactants are: [CH3:1][C:2]1[O:6][N:5]=[C:4]([C:7]2[CH:12]=[CH:11][CH:10]=[CH:9][CH:8]=2)[C:3]=1[CH2:13][O:14][C:15]1[CH:23]=[CH:22][C:18]([C:19]([OH:21])=O)=[CH:17][N:16]=1.Cl.[NH2:25][C@@H:26]1[CH2:31][CH2:30][CH2:29][CH2:28][C@H:27]1[OH:32]. Given the product [OH:32][C@@H:27]1[CH2:28][CH2:29][CH2:30][CH2:31][C@H:26]1[NH:25][C:19](=[O:21])[C:18]1[CH:22]=[CH:23][C:15]([O:14][CH2:13][C:3]2[C:4]([C:7]3[CH:8]=[CH:9][CH:10]=[CH:11][CH:12]=3)=[N:5][O:6][C:2]=2[CH3:1])=[N:16][CH:17]=1, predict the reactants needed to synthesize it. (2) Given the product [Cl:19][C:17]1[CH:16]=[CH:15][C:14]2[N:8]([CH2:7][C:6]([CH3:49])([CH3:50])[CH2:5][OH:4])[C:9](=[O:48])[C@@H:10]([CH2:30][C:31]([NH:33][C:34]3[CH:39]=[CH:38][C:37]([CH2:40][CH2:41][CH2:42][C:43]([OH:45])=[O:44])=[CH:36][CH:35]=3)=[O:32])[O:11][C@H:12]([C:20]3[CH:25]=[CH:24][CH:23]=[C:22]([O:26][CH3:27])[C:21]=3[O:28][CH3:29])[C:13]=2[CH:18]=1, predict the reactants needed to synthesize it. The reactants are: C([O:4][CH2:5][C:6]([CH3:50])([CH3:49])[CH2:7][N:8]1[C:14]2[CH:15]=[CH:16][C:17]([Cl:19])=[CH:18][C:13]=2[C@@H:12]([C:20]2[CH:25]=[CH:24][CH:23]=[C:22]([O:26][CH3:27])[C:21]=2[O:28][CH3:29])[O:11][C@H:10]([CH2:30][C:31]([NH:33][C:34]2[CH:39]=[CH:38][C:37]([CH2:40][CH2:41][CH2:42][C:43]([O:45]CC)=[O:44])=[CH:36][CH:35]=2)=[O:32])[C:9]1=[O:48])(=O)C.[OH-].[Na+].C(O)C.